Task: Predict the product of the given reaction.. Dataset: Forward reaction prediction with 1.9M reactions from USPTO patents (1976-2016) (1) Given the reactants Br[C:2]1[C:3]([N:22]2[CH2:26][CH2:25][C@H:24]([CH2:27][OH:28])[CH2:23]2)=[N:4][CH:5]=[C:6]([CH:21]=1)[C:7]([NH:9][C:10]1[CH:15]=[CH:14][C:13]([O:16][C:17]([F:20])([F:19])[F:18])=[CH:12][CH:11]=1)=[O:8].[NH:29]1[CH:33]=[CH:32][C:31](B(O)O)=[N:30]1, predict the reaction product. The product is: [OH:28][CH2:27][C@H:24]1[CH2:25][CH2:26][N:22]([C:3]2[C:2]([C:31]3[NH:30][N:29]=[CH:33][CH:32]=3)=[CH:21][C:6]([C:7]([NH:9][C:10]3[CH:15]=[CH:14][C:13]([O:16][C:17]([F:20])([F:19])[F:18])=[CH:12][CH:11]=3)=[O:8])=[CH:5][N:4]=2)[CH2:23]1. (2) Given the reactants [Cl:1][C:2]1[CH:7]=[CH:6][C:5](B(O)O)=[CH:4][CH:3]=1.Cl[C:12]1[CH:13]=[C:14]([CH:20]=[CH:21][N:22]=1)[C:15]([O:17][CH2:18][CH3:19])=[O:16], predict the reaction product. The product is: [Cl:1][C:2]1[CH:7]=[CH:6][C:5]([C:12]2[CH:13]=[C:14]([CH:20]=[CH:21][N:22]=2)[C:15]([O:17][CH2:18][CH3:19])=[O:16])=[CH:4][CH:3]=1. (3) Given the reactants [ClH:1].C(OC(=O)[NH:8][C:9]1[CH:14]=[CH:13][CH:12]=[CH:11][C:10]=1[NH:15][C:16](=[O:27])[C:17]1[CH:22]=[C:21]([CH:23]=[CH2:24])[CH:20]=[C:19]([O:25][CH3:26])[CH:18]=1)(C)(C)C, predict the reaction product. The product is: [Cl-:1].[CH3:26][O:25][C:19]1[CH:18]=[C:17]([CH:22]=[C:21]([CH:23]=[CH2:24])[CH:20]=1)[C:16]([NH:15][C:10]1[CH:11]=[CH:12][CH:13]=[CH:14][C:9]=1[NH3+:8])=[O:27]. (4) Given the reactants [Cl:1][C:2]1[CH:3]=[C:4]([OH:8])[CH:5]=[CH:6][CH:7]=1.Br[CH2:10][C@@H:11]([CH3:14])[CH2:12][Cl:13], predict the reaction product. The product is: [Cl:1][C:2]1[CH:7]=[CH:6][CH:5]=[C:4]([O:8][CH2:10][C@@H:11]([CH3:14])[CH2:12][Cl:13])[CH:3]=1. (5) Given the reactants Br[C:2]1[CH:3]=[C:4]2[C:8](=[CH:9][CH:10]=1)[N:7]([CH3:11])[C:6]([C:12]1[CH:17]=[CH:16][CH:15]=[CH:14][CH:13]=1)=[C:5]2[CH2:18][CH2:19][CH2:20][CH2:21][CH3:22].C([O-])([O-])=O.[K+].[K+].[CH3:29][O:30][C:31]1[CH:36]=[CH:35][C:34](B(O)O)=[CH:33][CH:32]=1.ClCCl, predict the reaction product. The product is: [CH3:29][O:30][C:31]1[CH:36]=[CH:35][C:34]([C:2]2[CH:3]=[C:4]3[C:8](=[CH:9][CH:10]=2)[N:7]([CH3:11])[C:6]([C:12]2[CH:17]=[CH:16][CH:15]=[CH:14][CH:13]=2)=[C:5]3[CH2:18][CH2:19][CH2:20][CH2:21][CH3:22])=[CH:33][CH:32]=1.